This data is from Full USPTO retrosynthesis dataset with 1.9M reactions from patents (1976-2016). The task is: Predict the reactants needed to synthesize the given product. (1) Given the product [CH2:35]([O:31][C:8]1[N:7]=[CH:6][C:5]([CH3:32])=[C:4]2[C:9]=1[CH:10]([C:19]1[CH:20]=[CH:21][CH:22]=[C:23]3[C:28]=1[O:27][C:26]([CH3:29])=[CH:25][C:24]3=[O:30])[C:11]([C:12]([O:14][CH2:15][CH2:16][C:17]#[N:18])=[O:13])=[C:2]([CH3:1])[NH:3]2)[CH3:36], predict the reactants needed to synthesize it. The reactants are: [CH3:1][C:2]1[NH:3][C:4]2[C:5]([CH3:32])=[CH:6][NH:7][C:8](=[O:31])[C:9]=2[CH:10]([C:19]2[CH:20]=[CH:21][CH:22]=[C:23]3[C:28]=2[O:27][C:26]([CH3:29])=[CH:25][C:24]3=[O:30])[C:11]=1[C:12]([O:14][CH2:15][CH2:16][C:17]#[N:18])=[O:13].C(OCC)(OCC)O[CH2:35][CH3:36]. (2) Given the product [CH3:1][O:2][C:3](=[O:14])[CH2:4][CH2:5][C:6]1[CH:11]=[CH:10][C:9]([O:12][C:17]2[CH:18]=[CH:19][CH:20]=[CH:21][C:16]=2[Br:15])=[CH:8][C:7]=1[CH3:13], predict the reactants needed to synthesize it. The reactants are: [CH3:1][O:2][C:3](=[O:14])[CH2:4][CH2:5][C:6]1[CH:11]=[CH:10][C:9]([OH:12])=[CH:8][C:7]=1[CH3:13].[Br:15][C:16]1[CH:21]=[CH:20][CH:19]=[CH:18][C:17]=1I.C(=O)([O-])[O-].[Cs+].[Cs+].CC(C)(C(=O)CC(=O)C(C)(C)C)C. (3) Given the product [CH2:18]([C:22]1[NH:23][C:24]([Cl:34])=[C:25]([C:27]2[CH:31]=[C:30]([CH2:32][N:14]3[CH:13]=[C:12]4[N:17]=[C:9]([C:3]5[CH:4]=[CH:5][CH:6]=[C:7]([F:8])[C:2]=5[F:1])[N:10]=[C:11]4[CH:16]=[N:15]3)[O:29][N:28]=2)[N:26]=1)[CH2:19][CH2:20][CH3:21], predict the reactants needed to synthesize it. The reactants are: [F:1][C:2]1[C:7]([F:8])=[CH:6][CH:5]=[CH:4][C:3]=1[C:9]1[N:17]=[C:12]2[CH:13]=[N:14][NH:15][CH:16]=[C:11]2[N:10]=1.[CH2:18]([C:22]1[NH:23][C:24]([Cl:34])=[C:25]([C:27]2[CH:31]=[C:30]([CH2:32]Cl)[O:29][N:28]=2)[N:26]=1)[CH2:19][CH2:20][CH3:21]. (4) Given the product [CH:13]([NH:15][C:8]([CH:3]1[CH2:4][O:5][CH2:6][CH2:7][NH:2]1)=[O:10])([CH3:14])[CH3:12], predict the reactants needed to synthesize it. The reactants are: Cl.[NH:2]1[CH2:7][CH2:6][O:5][CH2:4][CH:3]1[C:8]([O:10]C)=O.[CH3:12][CH:13]([NH2:15])[CH3:14]. (5) Given the product [Cl:1][C:2]1[CH:17]=[CH:16][C:5]([O:6][C@@H:7]([CH3:15])[CH2:8][CH2:9][O:10][C:34]2[CH:35]=[C:30]([CH2:29][CH2:28][C:27]([OH:37])=[O:26])[CH:31]=[CH:32][CH:33]=2)=[C:4]([O:18][C:19]2[CH:24]=[CH:23][CH:22]=[CH:21][CH:20]=2)[CH:3]=1, predict the reactants needed to synthesize it. The reactants are: [Cl:1][C:2]1[CH:17]=[CH:16][C:5]([O:6][C@@H:7]([CH3:15])[CH2:8][CH2:9][O:10]S(C)(=O)=O)=[C:4]([O:18][C:19]2[CH:24]=[CH:23][CH:22]=[CH:21][CH:20]=2)[CH:3]=1.C[O:26][C:27](=[O:37])[CH2:28][CH2:29][C:30]1[CH:35]=[CH:34][CH:33]=[C:32](O)[CH:31]=1. (6) Given the product [ClH:1].[F:26][C:25]([F:28])([F:27])[C:24]([NH:23][C:19]1[CH:20]=[CH:21][CH:22]=[C:17]([C:9]2[C:8]([C:6]3[CH:5]=[CH:4][N:3]=[C:2]([NH:30][C:31]4[CH:36]=[CH:35][CH:34]=[C:33]([C:37]5[O:41][CH:40]=[N:39][CH:38]=5)[CH:32]=4)[N:7]=3)=[C:12]3[CH:13]=[CH:14][CH:15]=[CH:16][N:11]3[N:10]=2)[CH:18]=1)=[O:29], predict the reactants needed to synthesize it. The reactants are: [Cl:1][C:2]1[N:7]=[C:6]([C:8]2[C:9]([C:17]3[CH:18]=[C:19]([NH:23][C:24](=[O:29])[C:25]([F:28])([F:27])[F:26])[CH:20]=[CH:21][CH:22]=3)=[N:10][N:11]3[CH:16]=[CH:15][CH:14]=[CH:13][C:12]=23)[CH:5]=[CH:4][N:3]=1.[NH2:30][C:31]1[CH:32]=[C:33]([C:37]2[O:41][CH:40]=[N:39][CH:38]=2)[CH:34]=[CH:35][CH:36]=1.